From a dataset of Forward reaction prediction with 1.9M reactions from USPTO patents (1976-2016). Predict the product of the given reaction. Given the reactants C(OC(=O)N[C@H]1C[C@H](NC2SC3C=CC=CC=3N=2)C1)(C)(C)C.Cl.Cl.[NH2:25][C@H:26]1[CH2:29][C@H:28]([N:30]2[C:34]3=[N:35][CH:36]=[CH:37][CH:38]=[C:33]3[N:32]([CH3:39])[C:31]2=[O:40])[CH2:27]1.C(N(C(C)C)CC)(C)C.Cl[C:51]1[O:52][C:53]2[CH:59]=[CH:58][CH:57]=[CH:56][C:54]=2[N:55]=1, predict the reaction product. The product is: [O:52]1[C:53]2[CH:59]=[CH:58][CH:57]=[CH:56][C:54]=2[N:55]=[C:51]1[NH:25][C@H:26]1[CH2:29][C@H:28]([N:30]2[C:34]3=[N:35][CH:36]=[CH:37][CH:38]=[C:33]3[N:32]([CH3:39])[C:31]2=[O:40])[CH2:27]1.